From a dataset of Full USPTO retrosynthesis dataset with 1.9M reactions from patents (1976-2016). Predict the reactants needed to synthesize the given product. (1) Given the product [Cl:27][C:24]1[CH:25]=[CH:26][C:21]([S:20][C:11]2[C:12]3[C:13](=[N:18][OH:19])[CH2:14][CH2:15][CH2:16][C:17]=3[N:9]([CH2:8][C:7]([OH:29])=[O:6])[C:10]=2[CH3:28])=[CH:22][CH:23]=1, predict the reactants needed to synthesize it. The reactants are: [OH-].[Na+].O.C([O:6][C:7](=[O:29])[CH2:8][N:9]1[C:17]2[CH2:16][CH2:15][CH2:14][C:13](=[N:18][OH:19])[C:12]=2[C:11]([S:20][C:21]2[CH:26]=[CH:25][C:24]([Cl:27])=[CH:23][CH:22]=2)=[C:10]1[CH3:28])C.C(O)(=O)C. (2) Given the product [OH:26][C:25]1[C:27]([CH2:15][CH2:16][CH:17]([CH3:20])[CH3:18])=[C:28]([OH:32])[C:29]([CH2:9][CH2:8][CH:5]([CH3:4])[CH3:6])([CH2:21][CH2:22][CH:24]([CH3:30])[CH3:25])[C:30](=[O:31])[C:24]=1[C:22](=[O:23])[CH2:21][CH2:20][C:17]1[CH:16]=[CH:15][C:14]([Cl:13])=[CH:19][CH:18]=1, predict the reactants needed to synthesize it. The reactants are: ClC1C=[CH:6][C:5]([CH2:8][CH2:9]C(O)=O)=[CH:4]C=1.[Cl:13][C:14]1[CH:19]=[CH:18][C:17]([CH2:20][CH2:21][C:22]([C:24]2[C:30]([OH:31])=[CH:29][C:28]([OH:32])=[CH:27][C:25]=2[OH:26])=[O:23])=[CH:16][CH:15]=1.